From a dataset of Catalyst prediction with 721,799 reactions and 888 catalyst types from USPTO. Predict which catalyst facilitates the given reaction. Reactant: [C:1]1([C:7]([OH:9])=[O:8])([C:4](O)=[O:5])[CH2:3][CH2:2]1.CCN(CC)CC.S(Cl)(Cl)=O.[F:21][C:22]1[CH:28]=[CH:27][C:25]([NH2:26])=[CH:24][CH:23]=1. Product: [F:21][C:22]1[CH:28]=[CH:27][C:25]([NH:26][C:4]([C:1]2([C:7]([OH:9])=[O:8])[CH2:3][CH2:2]2)=[O:5])=[CH:24][CH:23]=1. The catalyst class is: 49.